Dataset: Peptide-MHC class I binding affinity with 185,985 pairs from IEDB/IMGT. Task: Regression. Given a peptide amino acid sequence and an MHC pseudo amino acid sequence, predict their binding affinity value. This is MHC class I binding data. (1) The peptide sequence is IPCMDVVL. The MHC is HLA-B53:01 with pseudo-sequence HLA-B53:01. The binding affinity (normalized) is 0.0181. (2) The peptide sequence is STLNFNNLY. The MHC is HLA-A02:01 with pseudo-sequence HLA-A02:01. The binding affinity (normalized) is 0.0981. (3) The peptide sequence is FTFDLTALK. The MHC is HLA-B15:42 with pseudo-sequence HLA-B15:42. The binding affinity (normalized) is 0.213. (4) The peptide sequence is AFHKEGAFF. The MHC is HLA-B15:01 with pseudo-sequence HLA-B15:01. The binding affinity (normalized) is 0.303. (5) The peptide sequence is GLAGLQTDV. The MHC is HLA-A02:01 with pseudo-sequence HLA-A02:01. The binding affinity (normalized) is 0.523.